This data is from HIV replication inhibition screening data with 41,000+ compounds from the AIDS Antiviral Screen. The task is: Binary Classification. Given a drug SMILES string, predict its activity (active/inactive) in a high-throughput screening assay against a specified biological target. (1) The molecule is NC(=O)c1ncn(CC2(CO)CCC2)c1N. The result is 0 (inactive). (2) The molecule is CC(=O)N1C(=O)CC(c2ccccc2)Sc2ccccc21. The result is 0 (inactive). (3) The molecule is CCOC(=O)C12CCC(c3c(C)cccc3C)(O1)C(C(=O)OC)=C2C(=O)OC. The result is 0 (inactive). (4) The result is 0 (inactive). The drug is CCCCC(C(=O)C(=O)Nc1ccccc1CC)C(=O)C(C)C. (5) The result is 0 (inactive). The compound is CC(C)CCn1c(=O)c2c(=O)[nH][nH]c2c2ccccc21. (6) The drug is CCCN(CCC)C(=O)Cc1c2n(c3ccccc13)CCCc1ccccc1-2. The result is 0 (inactive). (7) The molecule is O=C(O)c1cc(O)c2c(c1)C(=O)c1cc(O)cc(O)c1C2=O. The result is 0 (inactive). (8) The molecule is c1ccc([S+](C[Hg]C[S+](c2ccccc2)c2ccccc2)c2ccccc2)cc1. The result is 0 (inactive). (9) The result is 0 (inactive). The drug is CSC(=NS(=O)(=O)c1ccc(Cl)cc1)NCCCNC(=NS(=O)(=O)c1ccc(Cl)cc1)SC.